This data is from Full USPTO retrosynthesis dataset with 1.9M reactions from patents (1976-2016). The task is: Predict the reactants needed to synthesize the given product. (1) Given the product [CH3:30][O:31][C:32]1[CH:37]=[C:36]([CH2:38][N:39]2[CH2:40][CH2:41][O:42][CH2:43][CH2:44]2)[CH:35]=[CH:34][C:33]=1[NH:45][C:18]1[N:17]=[CH:16][C:15]2=[CH:14][CH:13]=[C:12]([C:7]3[CH:8]=[CH:9][CH:10]=[CH:11][C:6]=3[N:5]([CH3:29])[S:2]([CH3:1])(=[O:4])=[O:3])[N:20]2[N:19]=1, predict the reactants needed to synthesize it. The reactants are: [CH3:1][S:2]([N:5]([CH3:29])[C:6]1[CH:11]=[CH:10][CH:9]=[CH:8][C:7]=1[C:12]1[N:20]2[C:15]([CH:16]=[N:17][C:18](OS(C(F)(F)F)(=O)=O)=[N:19]2)=[CH:14][CH:13]=1)(=[O:4])=[O:3].[CH3:30][O:31][C:32]1[CH:37]=[C:36]([CH2:38][N:39]2[CH2:44][CH2:43][O:42][CH2:41][CH2:40]2)[CH:35]=[CH:34][C:33]=1[NH2:45].C(N(CC)C(C)C)(C)C.COCC(O)C. (2) Given the product [C:1]([C:5]1[S:9]/[C:8](=[N:10]\[C:11](=[O:21])[C:12]2[CH:17]=[C:16]([Cl:18])[CH:15]=[CH:14][C:13]=2[O:19][CH3:20])/[N:7]([CH2:22][C@@H:23]2[CH2:27][CH2:26][CH2:25][NH:24]2)[CH:6]=1)([CH3:4])([CH3:2])[CH3:3], predict the reactants needed to synthesize it. The reactants are: [C:1]([C:5]1[S:9]/[C:8](=[N:10]\[C:11](=[O:21])[C:12]2[CH:17]=[C:16]([Cl:18])[CH:15]=[CH:14][C:13]=2[O:19][CH3:20])/[N:7]([CH2:22][C@@H:23]2[CH2:27][CH2:26][CH2:25][N:24]2C(OC(C)(C)C)=O)[CH:6]=1)([CH3:4])([CH3:3])[CH3:2].Cl.O1CCOCC1. (3) Given the product [CH2:11]([NH:15][C:16]1[S:17][CH:2]=[C:3]([C:5]2[CH:10]=[CH:9][CH:8]=[CH:7][CH:6]=2)[N:18]=1)[CH:12]([CH3:14])[CH3:13], predict the reactants needed to synthesize it. The reactants are: Br[CH2:2][C:3]([C:5]1[CH:10]=[CH:9][CH:8]=[CH:7][CH:6]=1)=O.[CH2:11]([NH:15][C:16]([NH2:18])=[S:17])[CH:12]([CH3:14])[CH3:13].C(=O)([O-])O.[Na+]. (4) Given the product [CH2:1]([O:3][C:4](=[O:15])[C:5]1[CH:10]=[CH:9][C:8]([CH3:11])=[CH:7][C:6]=1[NH2:12])[CH3:2], predict the reactants needed to synthesize it. The reactants are: [CH2:1]([O:3][C:4](=[O:15])[C:5]1[CH:10]=[CH:9][C:8]([CH3:11])=[CH:7][C:6]=1[N+:12]([O-])=O)[CH3:2].C(Cl)Cl. (5) The reactants are: [S:1]1[CH:5]=[CH:4][CH:3]=[C:2]1/[CH:6]=[CH:7]/[C:8]([OH:10])=O.O.ON1C2C=CC=CC=2N=N1.Cl.CN(C)CCCN=C=NCC.[CH3:34][C:35]1([C:41]2[CH:42]=[C:43]([NH:47][S:48]([CH3:51])(=[O:50])=[O:49])[CH:44]=[CH:45][CH:46]=2)[CH:40]2[CH:36]1[CH2:37][NH:38][CH2:39]2.C(=O)([O-])O.[Na+]. Given the product [CH3:34][C:35]1([C:41]2[CH:42]=[C:43]([NH:47][S:48]([CH3:51])(=[O:50])=[O:49])[CH:44]=[CH:45][CH:46]=2)[CH:40]2[CH:36]1[CH2:37][N:38]([C:8](=[O:10])/[CH:7]=[CH:6]/[C:2]1[S:1][CH:5]=[CH:4][CH:3]=1)[CH2:39]2, predict the reactants needed to synthesize it. (6) Given the product [NH:5]([C:19]1[N:20]=[N:21][C:22]([C:25]2[CH:26]=[N:27][N:28]([CH:30]3[CH2:35][CH2:34][N:33]([C:36]([O:38][C:39]([CH3:42])([CH3:41])[CH3:40])=[O:37])[CH2:32][CH2:31]3)[CH:29]=2)=[CH:23][N:24]=1)[NH2:6], predict the reactants needed to synthesize it. The reactants are: CS(C1[N:5]=[N:6]C(C2C=CC=CC=2)=CN=1)=O.CS([C:19]1[N:20]=[N:21][C:22]([C:25]2[CH:26]=[N:27][N:28]([CH:30]3[CH2:35][CH2:34][N:33]([C:36]([O:38][C:39]([CH3:42])([CH3:41])[CH3:40])=[O:37])[CH2:32][CH2:31]3)[CH:29]=2)=[CH:23][N:24]=1)=O. (7) Given the product [CH3:1][S:2]([C:5]1[S:6][C:7]([C@@H:10]([NH:13][S:14]([C:16]([CH3:17])([CH3:19])[CH3:18])=[O:15])[CH2:11][CH3:12])=[CH:8][N:9]=1)(=[O:3])=[O:4], predict the reactants needed to synthesize it. The reactants are: [CH3:1][S:2]([C:5]1[S:6][C:7](/[C:10](=[N:13]\[S:14]([C:16]([CH3:19])([CH3:18])[CH3:17])=[O:15])/[CH2:11][CH3:12])=[CH:8][N:9]=1)(=[O:4])=[O:3].C([BH-](C(CC)C)C(CC)C)(CC)C.[Li+]. (8) Given the product [Cl:1][C:2]1[CH:7]=[CH:6][C:5]([S:8]([C:11]2([C:19]3[CH:24]=[C:23]([F:25])[CH:22]=[CH:21][C:20]=3[F:26])[CH2:17][CH2:16][CH2:15][CH2:14][CH2:13][CH2:12]2)(=[O:10])=[O:9])=[CH:4][CH:3]=1, predict the reactants needed to synthesize it. The reactants are: [Cl:1][C:2]1[CH:7]=[CH:6][C:5]([S:8]([CH:11]([C:19]2[CH:24]=[C:23]([F:25])[CH:22]=[CH:21][C:20]=2[F:26])[CH2:12][CH2:13][CH2:14][CH2:15][CH2:16][CH2:17]O)(=[O:10])=[O:9])=[CH:4][CH:3]=1.C(C=P(CCCC)(CCCC)CCCC)#N. (9) Given the product [CH3:15][O:16][C:17]([CH:19]([P:30]([O:34][CH3:35])([O:32][CH3:33])=[O:31])[O:20][C@@H:21]1[CH2:25][C@H:24]([N:7]2[CH:14]=[CH:13][C:11]([NH2:12])=[N:10][C:8]2=[O:9])[CH:23]=[CH:22]1)=[O:18], predict the reactants needed to synthesize it. The reactants are: C(=O)([O-])[O-].[Na+].[Na+].[NH:7]1[CH:14]=[CH:13][C:11]([NH2:12])=[N:10][C:8]1=[O:9].[CH3:15][O:16][C:17]([CH:19]([P:30]([O:34][CH3:35])([O:32][CH3:33])=[O:31])[O:20][C@H:21]1[CH2:25][C@@H:24](OC(=O)C)[CH:23]=[CH:22]1)=[O:18].C1(P(C2C=CC=CC=2)CCCCP(C2C=CC=CC=2)C2C=CC=CC=2)C=CC=CC=1. (10) Given the product [CH3:7][C:5]1[N:6]=[C:2]([NH:10][CH2:9][CH2:8][NH2:11])[S:3][CH:4]=1, predict the reactants needed to synthesize it. The reactants are: Br[C:2]1[S:3][CH:4]=[C:5]([CH3:7])[N:6]=1.[CH2:8]([NH2:11])[CH2:9][NH2:10].C(=O)([O-])[O-].[K+].[K+].